Binary Classification. Given a drug SMILES string, predict its activity (active/inactive) in a high-throughput screening assay against a specified biological target. From a dataset of Orexin1 receptor HTS with 218,158 compounds and 233 confirmed actives. (1) The drug is O=C(N1CCOCC1)C1(NC(=O)Nc2c(cccc2C)C)CCCCC1. The result is 0 (inactive). (2) The compound is s1c(NC(=O)/C=C\C(OCC)=O)ncc1. The result is 0 (inactive). (3) The drug is Clc1c2c([nH]cc(c2=O)C(OCC)=O)c(cc1)C. The result is 0 (inactive). (4) The molecule is O=C1N(C(=O)NC1(CCC)CCC)CC(=O)Nc1c(OC)cccc1. The result is 0 (inactive). (5) The result is 0 (inactive). The compound is S(=O)(=O)(N1CCC(CC1)C(=O)Nc1c(OCC)cccc1)c1c(onc1C)C. (6) The molecule is O=c1n(CC2CC2)c(/N=C\N(C)C)cc(=O)n1C. The result is 0 (inactive).